This data is from Catalyst prediction with 721,799 reactions and 888 catalyst types from USPTO. The task is: Predict which catalyst facilitates the given reaction. (1) Reactant: [C:1]([C:3]1[CH:4]=[C:5]([C:13]2[O:17][N:16]=[C:15]([C:18]3[CH:23]=[CH:22][C:21]([O:24][CH2:25][CH2:26][CH2:27][C:28]([O:30]CC)=[O:29])=[CH:20][CH:19]=3)[N:14]=2)[CH:6]=[CH:7][C:8]=1[O:9][CH:10]([CH3:12])[CH3:11])#[N:2].[OH-].[Na+]. The catalyst class is: 252. Product: [C:1]([C:3]1[CH:4]=[C:5]([C:13]2[O:17][N:16]=[C:15]([C:18]3[CH:23]=[CH:22][C:21]([O:24][CH2:25][CH2:26][CH2:27][C:28]([OH:30])=[O:29])=[CH:20][CH:19]=3)[N:14]=2)[CH:6]=[CH:7][C:8]=1[O:9][CH:10]([CH3:12])[CH3:11])#[N:2]. (2) Reactant: [Br:1][C:2]1[C:11]2[C:6](=[C:7](C3C=C(C(F)(F)F)C=CC=3C([O-])=O)[CH:8]=[C:9]([O:12]C)[CH:10]=2)[C:5](=[O:27])[N:4]([C:28]2[CH:33]=[CH:32][C:31]([O:34]C(=O)C3C=CC(C(F)(F)F)=CC=3)=[C:30]([F:47])[CH:29]=2)[CH:3]=1.ClC1C=CC=CC=1.B(Br)(Br)Br.[OH2:59]. Product: [Br:1][C:2]1[C:11]2[C:6](=[C:7]([OH:59])[CH:8]=[C:9]([OH:12])[CH:10]=2)[C:5](=[O:27])[N:4]([C:28]2[CH:33]=[CH:32][C:31]([OH:34])=[C:30]([F:47])[CH:29]=2)[CH:3]=1. The catalyst class is: 5. (3) Reactant: [Si]([O:8][CH2:9]/[CH:10]=[CH:11]/[C:12](/[CH3:27])=[CH:13]/[CH:14]([CH3:26])[C:15]([C:17]1[CH:22]=[CH:21][C:20]([N:23]([CH3:25])[CH3:24])=[CH:19][CH:18]=1)=[O:16])(C(C)(C)C)(C)C.C(C1C(=O)C(Cl)=C(Cl)C(=O)C=1C#N)#N.CCOC(C)=O. Product: [CH3:25][N:23]([CH3:24])[C:20]1[CH:19]=[CH:18][C:17]([C:15](=[O:16])[CH:14]([CH3:26])/[CH:13]=[C:12](\[CH3:27])/[CH:11]=[CH:10]/[CH:9]=[O:8])=[CH:22][CH:21]=1. The catalyst class is: 635. (4) Reactant: [OH:1][C@H:2]([CH3:9])[CH2:3][NH:4][C@H:5]([CH3:8])[CH2:6][OH:7].C(=O)(O)[O-].[Na+].Cl[C:16]([O:18][CH2:19][C:20]1[CH:25]=[CH:24][CH:23]=[CH:22][CH:21]=1)=[O:17]. Product: [OH:7][CH2:6][C@H:5]([N:4]([CH2:3][C@H:2]([OH:1])[CH3:9])[C:16](=[O:17])[O:18][CH2:19][C:20]1[CH:25]=[CH:24][CH:23]=[CH:22][CH:21]=1)[CH3:8]. The catalyst class is: 4. (5) Reactant: [NH2:1][C:2]1[CH:3]=[C:4]([OH:12])[C:5](=[CH:10][CH:11]=1)[C:6]([O:8][CH3:9])=[O:7].[Br:13][C:14]1[S:18][C:17]([S:19](Cl)(=[O:21])=[O:20])=[CH:16][C:15]=1[Cl:23].N1C=CC=CC=1.CCOC(C)=O. Product: [Br:13][C:14]1[S:18][C:17]([S:19]([NH:1][C:2]2[CH:11]=[CH:10][C:5]([C:6]([O:8][CH3:9])=[O:7])=[C:4]([OH:12])[CH:3]=2)(=[O:21])=[O:20])=[CH:16][C:15]=1[Cl:23]. The catalyst class is: 144.